From a dataset of Reaction yield outcomes from USPTO patents with 853,638 reactions. Predict the reaction yield, written as a fraction of the theoretical maximum amount of product (1.0 means a 100% yield; for example, 0.34 means a 34% yield). (1) The reactants are Br[CH2:2][C:3]1[CH:7]=[CH:6][N:5]([C:8]2[CH:13]=[CH:12][C:11]([Cl:14])=[CH:10][CH:9]=2)[N:4]=1.[Cl:15][C:16]1[CH:21]=[CH:20][C:19](B2OC(C)(C)C(C)(C)O2)=[CH:18][C:17]=1[CH2:31][NH:32][C:33](=[O:36])[O:34][CH3:35].C([O-])([O-])=O.[Na+].[Na+]. The catalyst is O1CCOCC1.C1C=CC(P(C2C=CC=CC=2)[C-]2C=CC=C2)=CC=1.C1C=CC(P(C2C=CC=CC=2)[C-]2C=CC=C2)=CC=1.Cl[Pd]Cl.[Fe+2]. The product is [Cl:15][C:16]1[CH:21]=[CH:20][C:19]([CH2:2][C:3]2[CH:7]=[CH:6][N:5]([C:8]3[CH:13]=[CH:12][C:11]([Cl:14])=[CH:10][CH:9]=3)[N:4]=2)=[CH:18][C:17]=1[CH2:31][NH:32][C:33](=[O:36])[O:34][CH3:35]. The yield is 0.170. (2) The reactants are [Br-:1].[CH2:2]([O:20][CH:21]([CH2:40][O:41][CH2:42][CH2:43][CH2:44][CH2:45][CH2:46][CH2:47][CH2:48][CH2:49][CH2:50][CH2:51][CH2:52][CH2:53][CH2:54][CH2:55][CH2:56][CH2:57][CH2:58][CH3:59])[CH2:22][N+:23]([CH3:39])([CH3:38])[CH2:24][CH2:25][CH2:26][N:27]1C(=O)C2C(=CC=CC=2)C1=O)[CH2:3][CH2:4][CH2:5][CH2:6][CH2:7][CH2:8][CH2:9][CH2:10][CH2:11][CH2:12][CH2:13][CH2:14][CH2:15][CH2:16][CH2:17][CH2:18][CH3:19].NN. No catalyst specified. The product is [Br-:1].[NH2:27][CH2:26][CH2:25][CH2:24][N+:23]([CH3:39])([CH3:38])[CH2:22][CH:21]([O:20][CH2:2][CH2:3][CH2:4][CH2:5][CH2:6][CH2:7][CH2:8][CH2:9][CH2:10][CH2:11][CH2:12][CH2:13][CH2:14][CH2:15][CH2:16][CH2:17][CH2:18][CH3:19])[CH2:40][O:41][CH2:42][CH2:43][CH2:44][CH2:45][CH2:46][CH2:47][CH2:48][CH2:49][CH2:50][CH2:51][CH2:52][CH2:53][CH2:54][CH2:55][CH2:56][CH2:57][CH2:58][CH3:59]. The yield is 0.120. (3) The reactants are C([SiH2][O:6][C:7](C)(C)[C:8]1[CH:9]=[C:10]([CH:13]=[CH:14][C:15]=1[Cl:16])[CH:11]=O)(C)(C)C.C([O-])(=O)C.[NH4+].[N+:24]([CH3:27])([O-:26])=[O:25].N1C=CN=C1.[CH3:33][C:34]([Si:37](Cl)([CH3:39])[CH3:38])([CH3:36])[CH3:35].[NH4+].[Cl-]. The catalyst is CC(O)=O. The product is [C:34]([Si:37]([O:6][CH2:7][C:8]1[CH:9]=[C:10]([CH:11]=[CH:27][N+:24]([O-:26])=[O:25])[CH:13]=[CH:14][C:15]=1[Cl:16])([CH3:39])[CH3:38])([CH3:36])([CH3:35])[CH3:33]. The yield is 0.590. (4) The reactants are [CH3:1][C:2]1[C:3]([N:8]([C:22](=[O:38])[C:23]2[CH:28]=[CH:27][C:26](B3OC(C)(C)C(C)(C)O3)=[CH:25][CH:24]=2)[C@@H:9]2[CH2:14][CH2:13][CH2:12][N:11]([C:15]([O:17][C:18]([CH3:21])([CH3:20])[CH3:19])=[O:16])[CH2:10]2)=[N:4][CH:5]=[CH:6][CH:7]=1.I[C:40]1[CH:41]=[N:42][N:43]([CH3:50])[C:44]=1[C:45]1[N:46]=[N:47][NH:48][N:49]=1.[OH-].[Na+].CCCCP(C12CC3CC(CC(C3)C1)C2)C12CC3CC(CC(C3)C1)C2. The catalyst is CC([O-])=O.CC([O-])=O.[Pd+2].C1(C)C=CC=CC=1.O1CCOCC1. The product is [CH3:50][N:43]1[C:44]([C:45]2[N:49]=[N:48][NH:47][N:46]=2)=[C:40]([C:26]2[CH:27]=[CH:28][C:23]([C:22]([N:8]([C@@H:9]3[CH2:14][CH2:13][CH2:12][N:11]([C:15]([O:17][C:18]([CH3:21])([CH3:20])[CH3:19])=[O:16])[CH2:10]3)[C:3]3[C:2]([CH3:1])=[CH:7][CH:6]=[CH:5][N:4]=3)=[O:38])=[CH:24][CH:25]=2)[CH:41]=[N:42]1. The yield is 0.900. (5) The reactants are [NH:1]1[CH2:6][CH2:5][CH2:4][C@@H:3]([NH:7][C:8]([C:10]2[S:11][CH:12]=[CH:13][CH:14]=2)=[O:9])[CH2:2]1.[C:15]([N:20]1[CH2:25][CH2:24][C:23](=O)[CH2:22][CH2:21]1)([O:17][CH2:18][CH3:19])=[O:16].[N-]=C=O. The catalyst is CN(C)C=O. The product is [S:11]1[CH:12]=[CH:13][CH:14]=[C:10]1[C:8]([NH:7][C@@H:3]1[CH2:4][CH2:5][CH2:6][N:1]([CH:23]2[CH2:24][CH2:25][N:20]([C:15]([O:17][CH2:18][CH3:19])=[O:16])[CH2:21][CH2:22]2)[CH2:2]1)=[O:9]. The yield is 0.320. (6) The reactants are [CH:1]1([O:6][C:7]2[CH:8]=[C:9]([CH:15]3[CH2:19][N:18]([C:20]4[CH:21]=[C:22]([CH:25]=[CH:26][CH:27]=4)[C:23]#[N:24])[C:17](=[O:28])[CH2:16]3)[CH:10]=[CH:11][C:12]=2[O:13][CH3:14])[CH2:5][CH2:4][CH2:3][CH2:2]1.[OH-].[Na+].OO.[OH:33]S(O)(=O)=O. The catalyst is C(O)C. The yield is 0.940. The product is [CH:1]1([O:6][C:7]2[CH:8]=[C:9]([CH:15]3[CH2:19][N:18]([C:20]4[CH:21]=[C:22]([CH:25]=[CH:26][CH:27]=4)[C:23]([NH2:24])=[O:33])[C:17](=[O:28])[CH2:16]3)[CH:10]=[CH:11][C:12]=2[O:13][CH3:14])[CH2:2][CH2:3][CH2:4][CH2:5]1. (7) The reactants are Br[C:2]1[C:7]([CH:8]([CH3:10])[CH3:9])=[C:6]([O:11][CH3:12])[N:5]=[C:4]([CH3:13])[C:3]=1[CH2:14][CH:15]1[CH2:17][CH2:16]1.C([Li])CCC.[C:23]([Si:27]([CH3:43])([CH3:42])[O:28][CH2:29][C:30]#[C:31][C:32]1[CH:33]=[C:34]([CH:37]=[C:38]([CH:40]=[O:41])[CH:39]=1)[C:35]#[N:36])([CH3:26])([CH3:25])[CH3:24].[NH4+].[Cl-]. The catalyst is C1COCC1. The product is [C:23]([Si:27]([CH3:43])([CH3:42])[O:28][CH2:29][C:30]#[C:31][C:32]1[CH:33]=[C:34]([CH:37]=[C:38]([CH:40]([C:2]2[C:7]([CH:8]([CH3:10])[CH3:9])=[C:6]([O:11][CH3:12])[N:5]=[C:4]([CH3:13])[C:3]=2[CH2:14][CH:15]2[CH2:17][CH2:16]2)[OH:41])[CH:39]=1)[C:35]#[N:36])([CH3:24])([CH3:25])[CH3:26]. The yield is 0.520.